This data is from Catalyst prediction with 721,799 reactions and 888 catalyst types from USPTO. The task is: Predict which catalyst facilitates the given reaction. Reactant: [ClH:1].[O:2]=[C:3]1[NH:9][C:8]2[C:10]([C:14]3[CH:19]=[CH:18][CH:17]=[CH:16][CH:15]=3)=[CH:11][CH:12]=[CH:13][C:7]=2[O:6][CH2:5][C@@H:4]1[NH:20]C(=O)OC(C)(C)C.C(OC(C)C)(C)C. Product: [ClH:1].[NH2:20][C@@H:4]1[C:3](=[O:2])[NH:9][C:8]2[C:10]([C:14]3[CH:15]=[CH:16][CH:17]=[CH:18][CH:19]=3)=[CH:11][CH:12]=[CH:13][C:7]=2[O:6][CH2:5]1. The catalyst class is: 12.